This data is from Hepatocyte clearance measurements from AstraZeneca. The task is: Regression/Classification. Given a drug SMILES string, predict its absorption, distribution, metabolism, or excretion properties. Task type varies by dataset: regression for continuous measurements (e.g., permeability, clearance, half-life) or binary classification for categorical outcomes (e.g., BBB penetration, CYP inhibition). For this dataset (clearance_hepatocyte_az), we predict log10(clearance) (log10 of the in vitro intrinsic clearance, CLint, in uL/min per 10^6 hepatocytes; values are censored to the assay range of 3 to 150, which is 0.477 to 2.18 on this log10 scale). The molecule is NC1(c2ccc(-c3c(-c4ccccc4)ccn4ncnc34)cc2)CCC1. The log10(clearance) is 0.480.